Dataset: Reaction yield outcomes from USPTO patents with 853,638 reactions. Task: Predict the reaction yield, written as a fraction of the theoretical maximum amount of product (1.0 means a 100% yield; for example, 0.34 means a 34% yield). (1) The reactants are Cl.[F:2][C@@H:3]1[CH2:7][CH2:6][NH:5][CH2:4]1.Br[C:9]1[CH:10]=[C:11]2[C@@:22]3([N:27]=[C:26]([NH2:28])[CH2:25][O:24][CH2:23]3)[C:21]3[C:16](=[CH:17][CH:18]=[C:19]([C:29]4[C:30]([F:35])=[N:31][CH:32]=[CH:33][CH:34]=4)[CH:20]=3)[O:15][C:12]2=[N:13][CH:14]=1.[Li+].C[Si]([N-][Si](C)(C)C)(C)C. The catalyst is CC(OC1C=CC=C(OC(C)C)C=1C1C(P(C2CCCCC2)C2CCCCC2)=CC=CC=1)C.CC(OC)(C)C.C1C=[C-]C(CCN)=CC=1.Cl[Pd+].C1COCC1. The product is [F:35][C:30]1[C:29]([C:19]2[CH:20]=[C:21]3[C@:22]4([N:27]=[C:26]([NH2:28])[CH2:25][O:24][CH2:23]4)[C:11]4[C:12](=[N:13][CH:14]=[C:9]([N:5]5[CH2:6][CH2:7][C@@H:3]([F:2])[CH2:4]5)[CH:10]=4)[O:15][C:16]3=[CH:17][CH:18]=2)=[CH:34][CH:33]=[CH:32][N:31]=1. The yield is 0.353. (2) The reactants are I[C:2]1[O:3][C:4]([C:10]2[CH:15]=[CH:14][C:13]([O:16][CH3:17])=[CH:12][CH:11]=2)=[C:5]([C:7]([NH2:9])=[O:8])[N:6]=1.[NH:18]1[C:22](B(O)O)=[CH:21][CH:20]=[N:19]1.C(=O)([O-])[O-].[Na+].[Na+]. The catalyst is C(#N)C.CS(C)=O.CCOC(C)=O.C1C=CC(P(C2C=CC=CC=2)[C-]2C=CC=C2)=CC=1.C1C=CC(P(C2C=CC=CC=2)[C-]2C=CC=C2)=CC=1.Cl[Pd]Cl.[Fe+2]. The product is [CH3:17][O:16][C:13]1[CH:14]=[CH:15][C:10]([C:4]2[O:3][C:2]([C:20]3[NH:19][N:18]=[CH:22][CH:21]=3)=[N:6][C:5]=2[C:7]([NH2:9])=[O:8])=[CH:11][CH:12]=1. The yield is 0.380. (3) The reactants are C[O:2][C:3]1[CH:14]=[CH:13][C:6]([CH2:7][N:8]2[CH:12]=[CH:11][N:10]=[CH:9]2)=[CH:5][CH:4]=1.B(Br)(Br)Br. The catalyst is C(Cl)Cl. The product is [OH:2][C:3]1[CH:14]=[CH:13][C:6]([CH2:7][N:8]2[CH:12]=[CH:11][N:10]=[CH:9]2)=[CH:5][CH:4]=1. The yield is 0.910. (4) The reactants are [CH3:16][C:11]1([CH3:17])[C:12]([CH3:15])([CH3:14])[O:13][B:9]([B:9]2[O:13][C:12]([CH3:15])([CH3:14])[C:11]([CH3:17])([CH3:16])[O:10]2)[O:10]1.[Cl:19][C:20]1[CH:25]=[CH:24][CH:23]=[C:22]([Cl:26])[C:21]=1[C:27]([F:30])([F:29])[F:28]. The catalyst is CCCCCCC.CC(C1C=CC=C(C(C)C)C=1N=CC1C=CC=CN=1)C. The product is [Cl:19][C:20]1[CH:25]=[C:24]([B:9]2[O:10][C:11]([CH3:16])([CH3:17])[C:12]([CH3:14])([CH3:15])[O:13]2)[CH:23]=[C:22]([Cl:26])[C:21]=1[C:27]([F:28])([F:29])[F:30]. The yield is 0.860. (5) The reactants are [CH2:1]([N:8]1[CH:13]=[C:12]([C:14](=[O:22])[CH:15]=[C:16]([OH:21])[C:17]([O:19]C)=[O:18])[C:11](=[O:23])[N:10]([CH2:24][C:25]2[CH:30]=[CH:29][CH:28]=[CH:27][CH:26]=2)[C:9]1=[O:31])[C:2]1[CH:7]=[CH:6][CH:5]=[CH:4][CH:3]=1.Cl. The catalyst is O1CCOCC1. The product is [CH2:1]([N:8]1[CH:13]=[C:12]([C:14](=[O:22])[CH:15]=[C:16]([OH:21])[C:17]([OH:19])=[O:18])[C:11](=[O:23])[N:10]([CH2:24][C:25]2[CH:30]=[CH:29][CH:28]=[CH:27][CH:26]=2)[C:9]1=[O:31])[C:2]1[CH:7]=[CH:6][CH:5]=[CH:4][CH:3]=1. The yield is 0.842.